This data is from Full USPTO retrosynthesis dataset with 1.9M reactions from patents (1976-2016). The task is: Predict the reactants needed to synthesize the given product. (1) Given the product [NH2:8][CH:9]([C:14]1[N:19]=[CH:18][C:17]([C:20]2[CH:21]=[CH:22][C:23]([C@H:26]3[O:30][C:29]([CH3:31])([CH3:32])[N:28]([C:33](=[O:37])[CH:34]([F:36])[F:35])[C@H:27]3[CH2:38][F:39])=[CH:24][CH:25]=2)=[CH:16][CH:15]=1)[C:10]([F:13])([F:12])[F:11], predict the reactants needed to synthesize it. The reactants are: C([NH:8][CH:9]([C:14]1[N:19]=[CH:18][C:17]([C:20]2[CH:25]=[CH:24][C:23]([C@H:26]3[O:30][C:29]([CH3:32])([CH3:31])[N:28]([C:33](=[O:37])[CH:34]([F:36])[F:35])[C@H:27]3[CH2:38][F:39])=[CH:22][CH:21]=2)=[CH:16][CH:15]=1)[C:10]([F:13])([F:12])[F:11])C1C=CC=CC=1. (2) Given the product [F:56][C:57]1[CH:58]=[C:59]([NH:64][C:65](=[O:66])[NH:32][C:33]2[CH:34]=[CH:35][C:36]([C:39]3[S:43][C:42]([CH:44]4[CH2:45][CH2:46][CH:47]([CH2:50][C:51]([O:53][CH2:54][CH3:55])=[O:52])[CH2:48][CH2:49]4)=[N:41][CH:40]=3)=[CH:37][CH:38]=2)[CH:60]=[C:61]([F:63])[CH:62]=1, predict the reactants needed to synthesize it. The reactants are: FC(F)(F)C1C=C(NC(=O)NC2C=CC(C3SC(CCC(OC)=O)=NC=3)=CC=2)C=CC=1.[NH2:32][C:33]1[CH:38]=[CH:37][C:36]([C:39]2[S:43][C:42]([CH:44]3[CH2:49][CH2:48][CH:47]([CH2:50][C:51]([O:53][CH2:54][CH3:55])=[O:52])[CH2:46][CH2:45]3)=[N:41][CH:40]=2)=[CH:35][CH:34]=1.[F:56][C:57]1[CH:58]=[C:59]([N:64]=[C:65]=[O:66])[CH:60]=[C:61]([F:63])[CH:62]=1. (3) Given the product [C:1]([O:5][C:6](=[O:15])[N:7]([CH3:18])[CH2:8][CH:9]1[CH2:10][CH2:11][O:12][CH2:13][CH2:14]1)([CH3:4])([CH3:2])[CH3:3], predict the reactants needed to synthesize it. The reactants are: [C:1]([O:5][C:6](=[O:15])[NH:7][CH2:8][CH:9]1[CH2:14][CH2:13][O:12][CH2:11][CH2:10]1)([CH3:4])([CH3:3])[CH3:2].[H-].[Na+].[CH3:18]I. (4) Given the product [Cl:1][C:2]1[C:3]([NH2:11])=[C:4]2[C:8](=[CH:9][CH:10]=1)[NH:7][N:6]=[CH:5]2, predict the reactants needed to synthesize it. The reactants are: [Cl:1][C:2]1[C:3]([N+:11]([O-])=O)=[C:4]2[C:8](=[CH:9][CH:10]=1)[NH:7][N:6]=[CH:5]2. (5) Given the product [CH3:4][C:5]1([CH3:21])[CH2:10][C:9]([CH2:11][CH:12]=[O:1])([C:14]2[CH:19]=[CH:18][C:17]([CH3:20])=[CH:16][CH:15]=2)[CH2:8][CH2:7][O:6]1, predict the reactants needed to synthesize it. The reactants are: [O:1]=[O+][O-].[CH3:4][C:5]1([CH3:21])[CH2:10][C:9]([C:14]2[CH:19]=[CH:18][C:17]([CH3:20])=[CH:16][CH:15]=2)([CH2:11][CH:12]=C)[CH2:8][CH2:7][O:6]1.C1(P(C2C=CC=CC=2)C2C=CC=CC=2)C=CC=CC=1.